Dataset: NCI-60 drug combinations with 297,098 pairs across 59 cell lines. Task: Regression. Given two drug SMILES strings and cell line genomic features, predict the synergy score measuring deviation from expected non-interaction effect. (1) Drug 1: CC1=C2C(C(=O)C3(C(CC4C(C3C(C(C2(C)C)(CC1OC(=O)C(C(C5=CC=CC=C5)NC(=O)OC(C)(C)C)O)O)OC(=O)C6=CC=CC=C6)(CO4)OC(=O)C)OC)C)OC. Drug 2: CC1OCC2C(O1)C(C(C(O2)OC3C4COC(=O)C4C(C5=CC6=C(C=C35)OCO6)C7=CC(=C(C(=C7)OC)O)OC)O)O. Cell line: A549. Synergy scores: CSS=65.1, Synergy_ZIP=0.114, Synergy_Bliss=-0.740, Synergy_Loewe=4.47, Synergy_HSA=6.91. (2) Drug 1: CC1=CC2C(CCC3(C2CCC3(C(=O)C)OC(=O)C)C)C4(C1=CC(=O)CC4)C. Cell line: KM12. Synergy scores: CSS=-1.19, Synergy_ZIP=-4.06, Synergy_Bliss=-9.11, Synergy_Loewe=-13.8, Synergy_HSA=-7.98. Drug 2: CC1CCC2CC(C(=CC=CC=CC(CC(C(=O)C(C(C(=CC(C(=O)CC(OC(=O)C3CCCCN3C(=O)C(=O)C1(O2)O)C(C)CC4CCC(C(C4)OC)O)C)C)O)OC)C)C)C)OC. (3) Cell line: NCI/ADR-RES. Drug 1: C1=CC(=CC=C1CC(C(=O)O)N)N(CCCl)CCCl.Cl. Synergy scores: CSS=0.556, Synergy_ZIP=0.559, Synergy_Bliss=1.98, Synergy_Loewe=-8.31, Synergy_HSA=-1.63. Drug 2: C(CN)CNCCSP(=O)(O)O. (4) Drug 1: C1=C(C(=O)NC(=O)N1)N(CCCl)CCCl. Drug 2: CC=C1C(=O)NC(C(=O)OC2CC(=O)NC(C(=O)NC(CSSCCC=C2)C(=O)N1)C(C)C)C(C)C. Cell line: SK-MEL-28. Synergy scores: CSS=49.5, Synergy_ZIP=-1.75, Synergy_Bliss=-1.23, Synergy_Loewe=-17.2, Synergy_HSA=0.924. (5) Cell line: NCI-H322M. Synergy scores: CSS=-1.25, Synergy_ZIP=1.77, Synergy_Bliss=5.85, Synergy_Loewe=3.11, Synergy_HSA=3.10. Drug 1: CCC1(CC2CC(C3=C(CCN(C2)C1)C4=CC=CC=C4N3)(C5=C(C=C6C(=C5)C78CCN9C7C(C=CC9)(C(C(C8N6C)(C(=O)OC)O)OC(=O)C)CC)OC)C(=O)OC)O.OS(=O)(=O)O. Drug 2: C1CC(=O)NC(=O)C1N2C(=O)C3=CC=CC=C3C2=O.